Dataset: Full USPTO retrosynthesis dataset with 1.9M reactions from patents (1976-2016). Task: Predict the reactants needed to synthesize the given product. (1) Given the product [F:37][C:31]1[CH:32]=[C:33]([F:36])[CH:34]=[CH:35][C:30]=1[C:27]1[CH:26]=[CH:25][C:24]([O:23][CH2:22][C:18]2[CH:17]=[C:16]([CH:21]=[CH:20][CH:19]=2)[CH2:15][N:6]([CH2:5][C:4]([OH:38])=[O:3])[C:7]([C:9]2[N:10]([CH3:14])[CH:11]=[CH:12][N:13]=2)=[O:8])=[CH:29][CH:28]=1, predict the reactants needed to synthesize it. The reactants are: C([O:3][C:4](=[O:38])[CH2:5][N:6]([CH2:15][C:16]1[CH:21]=[CH:20][CH:19]=[C:18]([CH2:22][O:23][C:24]2[CH:29]=[CH:28][C:27]([C:30]3[CH:35]=[CH:34][C:33]([F:36])=[CH:32][C:31]=3[F:37])=[CH:26][CH:25]=2)[CH:17]=1)[C:7]([C:9]1[N:10]([CH3:14])[CH:11]=[CH:12][N:13]=1)=[O:8])C.[OH-].[Li+]. (2) Given the product [CH3:13][C:10]1([CH3:12])[CH2:9][C:8]([CH3:15])([CH3:14])[CH2:7][C:6]2([C@@H:2]([CH3:1])[CH2:3][C:4](=[O:17])[C@:5]32[O:26][CH2:16]3)[CH2:11]1, predict the reactants needed to synthesize it. The reactants are: [CH3:1][CH:2]1[C:6]2([CH2:11][C:10]([CH3:13])([CH3:12])[CH2:9][C:8]([CH3:15])([CH3:14])[CH2:7]2)[C:5](=[CH2:16])[C:4](=[O:17])[CH2:3]1.ClC1C=CC=C(C(OO)=[O:26])C=1. (3) Given the product [CH3:1][O:2][C:3]([CH:5]1[CH2:13][C:12]2[C:7](=[CH:8][CH:9]=[CH:10][C:11]=2[NH2:14])[CH2:6]1)=[O:4], predict the reactants needed to synthesize it. The reactants are: [CH3:1][O:2][C:3]([CH:5]1[CH2:13][C:12]2[C:7](=[CH:8][CH:9]=[CH:10][C:11]=2[N+:14]([O-])=O)[CH2:6]1)=[O:4].[H][H]. (4) The reactants are: Br[C:2]1[C:3]([F:12])=[C:4]([CH:6]=[C:7]([N+:9]([O-:11])=[O:10])[CH:8]=1)[NH2:5].B1([CH:24]2[CH2:26][CH2:25]2)OC(=O)CN(C)CC(=O)O1.P(C1CCCCC1)(C1CCCCC1)C1CCCCC1.C([O-])([O-])=O.[Cs+].[Cs+]. Given the product [CH:24]1([C:2]2[C:3]([F:12])=[C:4]([CH:6]=[C:7]([N+:9]([O-:11])=[O:10])[CH:8]=2)[NH2:5])[CH2:26][CH2:25]1, predict the reactants needed to synthesize it. (5) The reactants are: [F:1][C:2]1[CH:9]=[CH:8][C:5]([C:6]#[N:7])=[CH:4][C:3]=1[OH:10].Br[CH2:12][C:13]([C:15]1[CH:20]=[CH:19][CH:18]=[C:17]([O:21][CH2:22][C:23]2[CH:28]=[CH:27][C:26]([Cl:29])=[C:25]([Cl:30])[CH:24]=2)[CH:16]=1)=[O:14].C(=O)([O-])[O-].[K+].[K+]. Given the product [Cl:30][C:25]1[CH:24]=[C:23]([CH:28]=[CH:27][C:26]=1[Cl:29])[CH2:22][O:21][C:17]1[CH:16]=[C:15]([C:13](=[O:14])[CH2:12][O:10][C:3]2[CH:4]=[C:5]([CH:8]=[CH:9][C:2]=2[F:1])[C:6]#[N:7])[CH:20]=[CH:19][CH:18]=1, predict the reactants needed to synthesize it. (6) Given the product [F:21][C:2]([F:20])([F:1])[O:3][C:4]1[CH:9]=[CH:8][C:7]([NH:10][C:11]([C:13]2([F:19])[CH2:18][CH2:17][N:16]([S:30]([C:27]3[CH:26]=[CH:25][C:24]([O:23][CH3:22])=[CH:29][CH:28]=3)(=[O:32])=[O:31])[CH2:15][CH2:14]2)=[O:12])=[CH:6][CH:5]=1, predict the reactants needed to synthesize it. The reactants are: [F:1][C:2]([F:21])([F:20])[O:3][C:4]1[CH:9]=[CH:8][C:7]([NH:10][C:11]([C:13]2([F:19])[CH2:18][CH2:17][NH:16][CH2:15][CH2:14]2)=[O:12])=[CH:6][CH:5]=1.[CH3:22][O:23][C:24]1[CH:29]=[CH:28][C:27]([S:30](Cl)(=[O:32])=[O:31])=[CH:26][CH:25]=1.